Dataset: Full USPTO retrosynthesis dataset with 1.9M reactions from patents (1976-2016). Task: Predict the reactants needed to synthesize the given product. (1) The reactants are: C(OC([N:8]1[CH2:13][CH2:12][CH:11]([NH:14][CH2:15][C:16]2[CH:21]=[C:20]([N+:22]([O-:24])=[O:23])[CH:19]=[CH:18][C:17]=2[OH:25])[CH2:10][CH2:9]1)=O)(C)(C)C.Cl. Given the product [N+:22]([C:20]1[CH:19]=[CH:18][C:17]([OH:25])=[C:16]([CH2:15][NH:14][CH:11]2[CH2:10][CH2:9][NH:8][CH2:13][CH2:12]2)[CH:21]=1)([O-:24])=[O:23], predict the reactants needed to synthesize it. (2) Given the product [C:29]([O:28][C:26]([N:17]1[CH2:16][CH2:15][CH:14]([N:3]2[C:2](=[O:1])[C:10]3[C:9]([C:11]([OH:13])=[O:12])=[CH:8][CH:7]=[CH:6][C:5]=3[CH2:4]2)[CH2:19][CH2:18]1)=[O:27])([CH3:32])([CH3:31])[CH3:30], predict the reactants needed to synthesize it. The reactants are: [O:1]=[C:2]1[C:10]2[C:9]([C:11]([OH:13])=[O:12])=[CH:8][CH:7]=[CH:6][C:5]=2[CH2:4][N:3]1[CH:14]1[CH2:19][CH2:18][NH:17][CH2:16][CH2:15]1.N1C=CC=CC=1.[C:26](O[C:26]([O:28][C:29]([CH3:32])([CH3:31])[CH3:30])=[O:27])([O:28][C:29]([CH3:32])([CH3:31])[CH3:30])=[O:27]. (3) Given the product [CH3:26][N:27]1[CH2:33][CH2:32][CH2:31][N:30]([C:2]2[N:7]3[CH:8]=[C:9]([CH2:11][N:12]4[C@H:25]5[C@H:16]([CH2:17][CH2:18][C:19]6[C:24]5=[N:23][CH:22]=[CH:21][CH:20]=6)[CH2:15][CH2:14][CH2:13]4)[N:10]=[C:6]3[CH:5]=[CH:4][CH:3]=2)[CH2:29][CH2:28]1, predict the reactants needed to synthesize it. The reactants are: F[C:2]1[N:7]2[CH:8]=[C:9]([CH2:11][N:12]3[C@H:25]4[C@H:16]([CH2:17][CH2:18][C:19]5[C:24]4=[N:23][CH:22]=[CH:21][CH:20]=5)[CH2:15][CH2:14][CH2:13]3)[N:10]=[C:6]2[CH:5]=[CH:4][CH:3]=1.[CH3:26][N:27]1[CH2:33][CH2:32][CH2:31][NH:30][CH2:29][CH2:28]1.O. (4) Given the product [F:23][CH:2]([F:1])[O:3][C:4]1[CH:9]=[CH:8][C:7]([C:10]2[CH:11]=[C:12]3[C:16](=[CH:17][CH:18]=2)[C:15](=[O:19])[O:14][CH2:13]3)=[C:6]([O:20][CH2:31][C:32]([CH3:36])([CH3:35])[CH2:33][O:27][CH3:24])[C:5]=1[O:21][CH3:22], predict the reactants needed to synthesize it. The reactants are: [F:1][CH:2]([F:23])[O:3][C:4]1[CH:9]=[CH:8][C:7]([C:10]2[CH:11]=[C:12]3[C:16](=[CH:17][CH:18]=2)[C:15](=[O:19])[O:14][CH2:13]3)=[C:6]([OH:20])[C:5]=1[O:21][CH3:22].[C:24](=[O:27])([O-])[O-].[K+].[K+].Br[CH2:31][C:32]1([CH3:36])[CH2:35]O[CH2:33]1. (5) Given the product [C:1]1([N:7]2[C:11]([N:12]3[CH2:13][CH:14]4[CH:15]([CH2:17][NH:18][CH2:19]4)[CH2:16]3)=[N:10][N:9]=[N:8]2)[CH:2]=[CH:3][CH:4]=[CH:5][CH:6]=1, predict the reactants needed to synthesize it. The reactants are: [C:1]1([N:7]2[C:11]([N:12]3[CH2:16][CH:15]4[CH2:17][N:18](C(OC(C)(C)C)=O)[CH2:19][CH:14]4[CH2:13]3)=[N:10][N:9]=[N:8]2)[CH:6]=[CH:5][CH:4]=[CH:3][CH:2]=1. (6) Given the product [Br:1][C:2]1[CH:3]=[CH:4][C:5]([C:8]2[CH:13]=[CH:12][C:11]([CH2:14][CH:15]([OH:17])[CH3:16])=[CH:10][CH:9]=2)=[CH:6][CH:7]=1, predict the reactants needed to synthesize it. The reactants are: [Br:1][C:2]1[CH:7]=[CH:6][C:5]([C:8]2[CH:13]=[CH:12][C:11]([CH2:14][C:15](=[O:17])[CH3:16])=[CH:10][CH:9]=2)=[CH:4][CH:3]=1.[BH4-].[Na+]. (7) The reactants are: [NH:1]1[CH2:5][CH2:4][CH2:3][CH2:2]1.[CH3:6][N:7]1[C:11]([C:12](=[O:29])[NH:13][C:14]2[CH:15]=[CH:16][C:17]3[N:18]([N:20]=[C:21]([N:23]4[CH2:28][CH2:27][O:26][CH2:25][CH2:24]4)[N:22]=3)[CH:19]=2)=[C:10]([C:30](O)=[O:31])[CH:9]=[N:8]1. Given the product [N:23]1([C:21]2[N:22]=[C:17]3[CH:16]=[CH:15][C:14]([NH:13][C:12]([C:11]4[N:7]([CH3:6])[N:8]=[CH:9][C:10]=4[C:30]([N:1]4[CH2:5][CH2:4][CH2:3][CH2:2]4)=[O:31])=[O:29])=[CH:19][N:18]3[N:20]=2)[CH2:24][CH2:25][O:26][CH2:27][CH2:28]1, predict the reactants needed to synthesize it.